From a dataset of Reaction yield outcomes from USPTO patents with 853,638 reactions. Predict the reaction yield, written as a fraction of the theoretical maximum amount of product (1.0 means a 100% yield; for example, 0.34 means a 34% yield). The reactants are C(OC(=O)[N:7]([C:23]1[C:32]2[C:27](=[N:28][C:29]([S:33][CH2:34][CH3:35])=[N:30][CH:31]=2)[N:26]=[CH:25][N:24]=1)[C:8]1[CH:13]=[C:12]([CH3:14])[CH:11]=[CH:10][C:9]=1[S:15][C:16]1[CH:21]=[CH:20][C:19]([OH:22])=[CH:18][CH:17]=1)(C)(C)C.Br[CH2:38][C:39]#[N:40].C(=O)([O-])[O-].[Cs+].[Cs+]. The catalyst is [I-].C([N+](CCCC)(CCCC)CCCC)CCC.CN(C)C=O. The product is [CH2:34]([S:33][C:29]1[N:28]=[C:27]2[N:26]=[CH:25][N:24]=[C:23]([NH:7][C:8]3[CH:13]=[C:12]([CH3:14])[CH:11]=[CH:10][C:9]=3[S:15][C:16]3[CH:17]=[CH:18][C:19]([O:22][CH2:38][C:39]#[N:40])=[CH:20][CH:21]=3)[C:32]2=[CH:31][N:30]=1)[CH3:35]. The yield is 0.200.